From a dataset of Forward reaction prediction with 1.9M reactions from USPTO patents (1976-2016). Predict the product of the given reaction. (1) The product is: [Cl:17][C:18]1[N:26]=[C:25]2[C:21]([N:22]=[CH:23][N:24]2[CH:27]2[CH2:32][CH2:31][CH2:30][CH2:29][O:28]2)=[C:20]([N:9]2[C:8]3[CH:10]=[CH:11][CH:12]=[C:13]([O:14][CH3:15])[C:7]=3[N:6]=[C:5]2[CH:4]([F:3])[F:16])[N:19]=1. Given the reactants [H-].[Na+].[F:3][CH:4]([F:16])[C:5]1[NH:9][C:8]2[CH:10]=[CH:11][CH:12]=[C:13]([O:14][CH3:15])[C:7]=2[N:6]=1.[Cl:17][C:18]1[N:26]=[C:25]2[C:21]([N:22]=[CH:23][N:24]2[CH:27]2[CH2:32][CH2:31][CH2:30][CH2:29][O:28]2)=[C:20](Cl)[N:19]=1, predict the reaction product. (2) Given the reactants [CH3:1][O:2][C:3](=[O:13])[CH2:4][CH2:5][CH2:6][CH2:7][CH2:8][CH2:9][CH2:10][CH:11]=[CH2:12].C(C1C=C(P(C2C=CC=CC=2)C2C=CC=CC=2)C2[O:28][C:27]3C(=CC(C(C)(C)C)=CC=3P(C3C=CC=CC=3)C3C=CC=CC=3)C(C)(C)C=2C=1)(C)(C)C, predict the reaction product. The product is: [OH:28][CH2:27][CH2:12][CH2:11][CH2:10][CH2:9][CH2:8][CH2:7][CH2:6][CH2:5][CH2:4][C:3]([O:2][CH3:1])=[O:13]. (3) Given the reactants [Cl:1][C:2]1[CH:7]=[CH:6][CH:5]=[CH:4][C:3]=1[S:8](Cl)(=[O:10])=[O:9].N1C=CC=CC=1.[NH:18]1[CH2:23][CH2:22][O:21][CH2:20][CH2:19]1.S(Cl)(Cl)(=O)=O, predict the reaction product. The product is: [N:18]1([S:8]([C:3]2[CH:4]=[CH:5][CH:6]=[CH:7][C:2]=2[Cl:1])(=[O:10])=[O:9])[CH2:23][CH2:22][O:21][CH2:20][CH2:19]1. (4) Given the reactants [CH3:1][C:2]1[CH:3]=[C:4]([CH:9]([C:21]2[CH:26]=[C:25]([CH3:27])[CH:24]=[C:23]([CH3:28])[CH:22]=2)[N:10]2[CH:15]=[CH:14][CH:13]=[C:12]([C:16]([O:18]C)=[O:17])[C:11]2=[O:20])[CH:5]=[C:6]([CH3:8])[CH:7]=1, predict the reaction product. The product is: [CH3:8][C:6]1[CH:5]=[C:4]([CH:9]([C:21]2[CH:26]=[C:25]([CH3:27])[CH:24]=[C:23]([CH3:28])[CH:22]=2)[N:10]2[CH:15]=[CH:14][CH:13]=[C:12]([C:16]([OH:18])=[O:17])[C:11]2=[O:20])[CH:3]=[C:2]([CH3:1])[CH:7]=1. (5) Given the reactants C(NC(C)C)(C)C.[CH:8]1([C:11]([O:13][C:14]([CH3:17])([CH3:16])[CH3:15])=[O:12])[CH2:10][CH2:9]1.[CH2:18]([C@H:20]1[C:24](=O)[O:23]C(=O)[N:21]1[C:27]([O:29][CH2:30][C:31]1[CH:36]=[CH:35][CH:34]=[CH:33][CH:32]=1)=[O:28])[CH3:19].C(O)(=O)C, predict the reaction product. The product is: [CH2:30]([O:29][C:27]([NH:21][C@@H:20]([CH2:18][CH3:19])[C:24]([C:8]1([C:11]([O:13][C:14]([CH3:17])([CH3:16])[CH3:15])=[O:12])[CH2:10][CH2:9]1)=[O:23])=[O:28])[C:31]1[CH:36]=[CH:35][CH:34]=[CH:33][CH:32]=1. (6) The product is: [CH:1]([N:4]1[CH2:9][CH2:8][N:7]([C:10]([C@H:12]2[CH2:17][CH2:16][C@H:15]([O:18][C:19]3[CH:20]=[CH:21][C:22]([C:23]4[O:24][C:31]([C:30]([F:41])([F:40])[F:29])=[N:26][N:25]=4)=[CH:27][CH:28]=3)[CH2:14][CH2:13]2)=[O:11])[CH2:6][CH2:5]1)([CH3:3])[CH3:2]. Given the reactants [CH:1]([N:4]1[CH2:9][CH2:8][N:7]([C:10]([C@H:12]2[CH2:17][CH2:16][C@H:15]([O:18][C:19]3[CH:28]=[CH:27][C:22]([C:23]([NH:25][NH2:26])=[O:24])=[CH:21][CH:20]=3)[CH2:14][CH2:13]2)=[O:11])[CH2:6][CH2:5]1)([CH3:3])[CH3:2].[F:29][C:30]([F:41])([F:40])[C:31](O[C:31](=O)[C:30]([F:41])([F:40])[F:29])=O.C(N(CC)CC)C.S(Cl)(Cl)=O, predict the reaction product.